This data is from Full USPTO retrosynthesis dataset with 1.9M reactions from patents (1976-2016). The task is: Predict the reactants needed to synthesize the given product. (1) Given the product [CH:5]1([O:8][C:9]2[CH:10]=[C:11]([C:19]3[NH:36][C:22]4[CH:23]=[N:24][NH:25][C:26](=[O:27])[C:21]=4[C:20]=3[CH2:37][O:38][CH3:39])[CH:12]=[CH:13][C:14]=2[O:15][CH:16]([F:17])[F:18])[CH2:6][CH2:7]1, predict the reactants needed to synthesize it. The reactants are: C(Cl)(=O)C.[CH:5]1([O:8][C:9]2[CH:10]=[C:11]([C:19]3[NH:36][C:22]4[CH:23]=[N:24][N:25](COCC[Si](C)(C)C)[C:26](=[O:27])[C:21]=4[C:20]=3[CH2:37][O:38][CH3:39])[CH:12]=[CH:13][C:14]=2[O:15][CH:16]([F:18])[F:17])[CH2:7][CH2:6]1.C[O-].[Na+]. (2) Given the product [C:1]([O:5][C:6](=[O:19])[NH:7][C:8]1[C:9]([N+:16]([O-:18])=[O:17])=[CH:10][C:11]([C:22]2[CH:23]=[CH:24][CH:25]=[CH:26][C:21]=2[F:20])=[C:12]([Cl:14])[CH:13]=1)([CH3:4])([CH3:3])[CH3:2], predict the reactants needed to synthesize it. The reactants are: [C:1]([O:5][C:6](=[O:19])[NH:7][C:8]1[CH:13]=[C:12]([Cl:14])[C:11](I)=[CH:10][C:9]=1[N+:16]([O-:18])=[O:17])([CH3:4])([CH3:3])[CH3:2].[F:20][C:21]1[CH:26]=[CH:25][CH:24]=[CH:23][C:22]=1B(O)O. (3) Given the product [N:26]1[CH:27]=[CH:28][CH:29]=[C:24]([CH2:23][NH:22][C:20]([C:18]2[CH:17]=[CH:16][C:15]3[N:11]([C:8]4[CH:9]=[CH:10][C:5]([O:4][CH2:3][CH2:2][CH2:30][O:40][C:36]5[CH:37]=[CH:38][CH:39]=[C:34]([O:33][C:32]([F:31])([F:41])[F:42])[CH:35]=5)=[CH:6][CH:7]=4)[CH:12]=[N:13][C:14]=3[CH:19]=2)=[O:21])[CH:25]=1, predict the reactants needed to synthesize it. The reactants are: Cl[CH:2]([CH3:30])[CH2:3][O:4][C:5]1[CH:10]=[CH:9][C:8]([N:11]2[C:15]3[CH:16]=[CH:17][C:18]([C:20]([NH:22][CH2:23][C:24]4[CH:25]=[N:26][CH:27]=[CH:28][CH:29]=4)=[O:21])=[CH:19][C:14]=3[N:13]=[CH:12]2)=[CH:7][CH:6]=1.[F:31][C:32]([F:42])([F:41])[O:33][C:34]1[CH:35]=[C:36]([OH:40])[CH:37]=[CH:38][CH:39]=1.C(=O)([O-])[O-].[K+].[K+].CN(C=O)C. (4) The reactants are: [CH3:1][O:2][C:3]([C@@H:5]1[CH2:9][C@@H:8]([OH:10])[CH2:7][N:6]1[C:11]([O:13][CH2:14][C:15]1[CH:20]=[CH:19][CH:18]=[CH:17][CH:16]=1)=[O:12])=[O:4].I[CH3:22]. Given the product [CH3:1][O:2][C:3]([C@@H:5]1[CH2:9][C@@H:8]([O:10][CH3:22])[CH2:7][N:6]1[C:11]([O:13][CH2:14][C:15]1[CH:20]=[CH:19][CH:18]=[CH:17][CH:16]=1)=[O:12])=[O:4], predict the reactants needed to synthesize it.